From a dataset of Peptide-MHC class I binding affinity with 185,985 pairs from IEDB/IMGT. Regression. Given a peptide amino acid sequence and an MHC pseudo amino acid sequence, predict their binding affinity value. This is MHC class I binding data. (1) The peptide sequence is FARERRLAL. The MHC is HLA-B07:02 with pseudo-sequence HLA-B07:02. The binding affinity (normalized) is 0.787. (2) The peptide sequence is FYNGSNWCL. The MHC is HLA-B48:01 with pseudo-sequence HLA-B48:01. The binding affinity (normalized) is 0.0847. (3) The peptide sequence is AGVFVPRSF. The MHC is Mamu-B3901 with pseudo-sequence Mamu-B3901. The binding affinity (normalized) is 1.00.